Dataset: Full USPTO retrosynthesis dataset with 1.9M reactions from patents (1976-2016). Task: Predict the reactants needed to synthesize the given product. (1) Given the product [OH:3][C:2]1[CH:6]=[C:5]([CH3:4])[N:10]([C:11]2[CH:20]=[CH:19][C:18]3[C:13](=[CH:14][C:15]([O:21][CH3:22])=[CH:16][CH:17]=3)[CH:12]=2)[N:9]=1, predict the reactants needed to synthesize it. The reactants are: C[C:2]1([N:9]=[N:10][C:11]2[CH:20]=[CH:19][C:18]3[C:13](=[CH:14][C:15]([O:21][CH3:22])=[CH:16][CH:17]=3)[CH:12]=2)[C:6](=O)[CH:5]=[C:4](C)[O:3]1.Cl. (2) Given the product [F:26][C:25]([F:28])([F:27])[CH2:24][O:8][C:6]1[CH:7]=[C:2]([F:1])[CH:3]=[CH:4][C:5]=1[N+:9]([O-:11])=[O:10], predict the reactants needed to synthesize it. The reactants are: [F:1][C:2]1[CH:3]=[CH:4][C:5]([N+:9]([O-:11])=[O:10])=[C:6]([OH:8])[CH:7]=1.C(=O)([O-])[O-].[Cs+].[Cs+].FC(F)(F)S(O[CH2:24][C:25]([F:28])([F:27])[F:26])(=O)=O. (3) Given the product [NH2:25][C:21]1[N:22]=[C:23]([N:8]2[C:9]3[C:5](=[CH:4][CH:3]=[C:2]([Br:1])[CH:10]=3)[C:6]([C:11]([N:13]([CH3:15])[CH3:14])=[O:12])=[N:7]2)[CH:24]=[CH:19][N:20]=1, predict the reactants needed to synthesize it. The reactants are: [Br:1][C:2]1[CH:10]=[C:9]2[C:5]([C:6]([C:11]([N:13]([CH3:15])[CH3:14])=[O:12])=[N:7][NH:8]2)=[CH:4][CH:3]=1.[H-].[Na+].Cl[C:19]1[CH:24]=[CH:23][N:22]=[C:21]([NH2:25])[N:20]=1.